This data is from Catalyst prediction with 721,799 reactions and 888 catalyst types from USPTO. The task is: Predict which catalyst facilitates the given reaction. (1) Reactant: [CH2:1]([O:3][C:4]1[CH:9]=[CH:8][CH:7]=[CH:6][C:5]=1[CH2:10][CH2:11][NH:12][C:13](=[O:23])[CH2:14][CH2:15][C:16]1[CH:21]=[CH:20][C:19]([OH:22])=[CH:18][CH:17]=1)[CH3:2].Br[CH2:25][C:26]1[CH:35]=[CH:34][CH:33]=[CH:32][C:27]=1[C:28]([O:30][CH3:31])=[O:29].C(=O)([O-])[O-].[K+].[K+].C(O)C(N)(CO)CO. Product: [CH2:1]([O:3][C:4]1[CH:9]=[CH:8][CH:7]=[CH:6][C:5]=1[CH2:10][CH2:11][NH:12][C:13](=[O:23])[CH2:14][CH2:15][C:16]1[CH:17]=[CH:18][C:19]([O:22][CH2:25][C:26]2[CH:35]=[CH:34][CH:33]=[CH:32][C:27]=2[C:28]([O:30][CH3:31])=[O:29])=[CH:20][CH:21]=1)[CH3:2]. The catalyst class is: 10. (2) Reactant: P([O-])(O)(O)=O.[Na+].C(=O)(O)[O-].[Na+].[C:12]([O:15][CH:16]1[CH:23]2[CH:19]([O:20][CH2:21][CH2:22]2)[O:18][CH2:17]1)(=[O:14])[CH3:13].C(Cl)Cl. Product: [C:12]([O:15][C@@H:16]1[C@H:23]2[C@H:19]([O:20][CH2:21][CH2:22]2)[O:18][CH2:17]1)(=[O:14])[CH3:13]. The catalyst class is: 6. (3) Reactant: [Cl-].[CH3:2][O:3][C:4](=[O:11])[C@@H:5]([NH3+:10])[C:6]([CH3:9])([CH3:8])[CH3:7].C(O[BH-](O[C:22](=O)[CH3:23])OC(=O)C)(=O)C.[Na+]. Product: [CH2:4]([NH:10][C@H:5]([C:4]([O:3][CH3:2])=[O:11])[C:6]([CH3:9])([CH3:8])[CH3:7])[CH2:5][CH2:6][CH2:7][CH:22]=[CH2:23]. The catalyst class is: 279. (4) Reactant: [NH:1]1[CH2:6][CH2:5][CH2:4][CH2:3][CH2:2]1.[CH:7]1([N:11]2[CH2:17][CH2:16][C:15]3[CH:18]=[CH:19][C:20]([O:22][CH2:23][CH2:24][CH2:25][C:26](N4C=CN=C4)=[O:27])=[CH:21][C:14]=3[CH2:13][CH2:12]2)[CH2:10][CH2:9][CH2:8]1. Product: [CH:7]1([N:11]2[CH2:17][CH2:16][C:15]3[CH:18]=[CH:19][C:20]([O:22][CH2:23][CH2:24][CH2:25][C:26](=[O:27])[N:1]4[CH2:6][CH2:5][CH2:4][CH2:3][CH2:2]4)=[CH:21][C:14]=3[CH2:13][CH2:12]2)[CH2:8][CH2:9][CH2:10]1. The catalyst class is: 4. (5) Reactant: [C:1]12([C:11]3[CH:16]=[CH:15][C:14]([OH:17])=[CH:13][CH:12]=3)[CH2:10][CH:5]3[CH2:6][CH:7]([CH2:9][CH:3]([CH2:4]3)[CH2:2]1)[CH2:8]2.C(=O)([O-])[O-].[K+].[K+].Br[C:25]([CH3:31])([CH3:30])[C:26]([O:28][CH3:29])=[O:27]. Product: [C:1]12([C:11]3[CH:12]=[CH:13][C:14]([O:17][C:25]([CH3:31])([CH3:30])[C:26]([O:28][CH3:29])=[O:27])=[CH:15][CH:16]=3)[CH2:8][CH:7]3[CH2:9][CH:3]([CH2:4][CH:5]([CH2:6]3)[CH2:10]1)[CH2:2]2. The catalyst class is: 42. (6) Product: [C:8]([C:7]1[N:6]=[CH:5][C:4]([NH:10][C@@H:11]2[CH2:16][CH2:15][CH2:14][CH2:13][C@@H:12]2[NH:17][C:18](=[O:24])[O:19][C:20]([CH3:23])([CH3:22])[CH3:21])=[CH:3][C:2]=1[NH:32][C:30]1[S:29][N:28]=[C:27]([CH3:26])[CH:31]=1)#[N:9]. The catalyst class is: 62. Reactant: Br[C:2]1[CH:3]=[C:4]([NH:10][C@@H:11]2[CH2:16][CH2:15][CH2:14][CH2:13][C@@H:12]2[NH:17][C:18](=[O:24])[O:19][C:20]([CH3:23])([CH3:22])[CH3:21])[CH:5]=[N:6][C:7]=1[C:8]#[N:9].Cl.[CH3:26][C:27]1[CH:31]=[C:30]([NH2:32])[S:29][N:28]=1.O(C1C=CC=CC=1)[Na].O.O.O.CC1(C)C2C(=C(P(C3C=CC=CC=3)C3C=CC=CC=3)C=CC=2)OC2C(P(C3C=CC=CC=3)C3C=CC=CC=3)=CC=CC1=2. (7) Reactant: [CH3:1][N:2]1[CH:7]2[CH2:8][CH2:9][CH2:10][CH:3]1[CH2:4][CH:5]([NH:11][C:12]([C:14]1[CH:15]=[CH:16][CH:17]=[C:18]3[O:22][C:21]([C:23]4[CH:28]=[CH:27][CH:26]=[CH:25][C:24]=4[OH:29])=[N:20][C:19]=13)=[O:13])[CH2:6]2.[ClH:30]. Product: [ClH:30].[CH3:1][N:2]1[CH:3]2[CH2:10][CH2:9][CH2:8][CH:7]1[CH2:6][CH:5]([NH:11][C:12]([C:14]1[CH:15]=[CH:16][CH:17]=[C:18]3[O:22][C:21]([C:23]4[CH:28]=[CH:27][CH:26]=[CH:25][C:24]=4[OH:29])=[N:20][C:19]=13)=[O:13])[CH2:4]2. The catalyst class is: 459.